This data is from Forward reaction prediction with 1.9M reactions from USPTO patents (1976-2016). The task is: Predict the product of the given reaction. The product is: [O:1]1[CH2:5][CH2:4][CH2:3][CH:2]1[C:6]([N:8]1[CH2:9][CH2:10][NH:11][CH2:12][CH2:13]1)=[O:7]. Given the reactants [O:1]1[CH:5]=[CH:4][CH:3]=[C:2]1[C:6]([N:8]1[CH2:13][CH2:12][NH:11][CH2:10][CH2:9]1)=[O:7].Br.O1CCCC1C(N1CCNCC1)=O.[OH-].[Na+].C([O-])([O-])=O.[Na+].[Na+], predict the reaction product.